The task is: Regression. Given two drug SMILES strings and cell line genomic features, predict the synergy score measuring deviation from expected non-interaction effect.. This data is from NCI-60 drug combinations with 297,098 pairs across 59 cell lines. (1) Drug 1: CCN(CC)CCCC(C)NC1=C2C=C(C=CC2=NC3=C1C=CC(=C3)Cl)OC. Drug 2: C(CN)CNCCSP(=O)(O)O. Cell line: SNB-75. Synergy scores: CSS=18.0, Synergy_ZIP=-5.86, Synergy_Bliss=-2.25, Synergy_Loewe=-57.1, Synergy_HSA=-1.59. (2) Drug 1: CS(=O)(=O)CCNCC1=CC=C(O1)C2=CC3=C(C=C2)N=CN=C3NC4=CC(=C(C=C4)OCC5=CC(=CC=C5)F)Cl. Drug 2: C1CN(CCN1C(=O)CCBr)C(=O)CCBr. Cell line: SR. Synergy scores: CSS=50.5, Synergy_ZIP=-1.98, Synergy_Bliss=-2.28, Synergy_Loewe=-14.5, Synergy_HSA=-2.03. (3) Drug 1: CC1=C2C(C(=O)C3(C(CC4C(C3C(C(C2(C)C)(CC1OC(=O)C(C(C5=CC=CC=C5)NC(=O)C6=CC=CC=C6)O)O)OC(=O)C7=CC=CC=C7)(CO4)OC(=O)C)O)C)OC(=O)C. Cell line: HCT116. Synergy scores: CSS=40.5, Synergy_ZIP=0.548, Synergy_Bliss=-2.99, Synergy_Loewe=-43.4, Synergy_HSA=-2.21. Drug 2: CC1(CCCN1)C2=NC3=C(C=CC=C3N2)C(=O)N. (4) Drug 1: CC1=C(N=C(N=C1N)C(CC(=O)N)NCC(C(=O)N)N)C(=O)NC(C(C2=CN=CN2)OC3C(C(C(C(O3)CO)O)O)OC4C(C(C(C(O4)CO)O)OC(=O)N)O)C(=O)NC(C)C(C(C)C(=O)NC(C(C)O)C(=O)NCCC5=NC(=CS5)C6=NC(=CS6)C(=O)NCCC[S+](C)C)O. Drug 2: C#CCC(CC1=CN=C2C(=N1)C(=NC(=N2)N)N)C3=CC=C(C=C3)C(=O)NC(CCC(=O)O)C(=O)O. Cell line: COLO 205. Synergy scores: CSS=22.9, Synergy_ZIP=-6.26, Synergy_Bliss=0.0806, Synergy_Loewe=0.732, Synergy_HSA=0.705.